Task: Predict the reactants needed to synthesize the given product.. Dataset: Full USPTO retrosynthesis dataset with 1.9M reactions from patents (1976-2016) (1) The reactants are: [CH2:1]([C:3]1[CH:8]=[CH:7][C:6]([CH:9]2[CH2:14][N:13]([C:15]([N:17]3[CH2:22][CH2:21][O:20][CH2:19][CH2:18]3)=[O:16])[CH2:12][CH:11]([C:23]([OH:25])=O)[CH2:10]2)=[CH:5][CH:4]=1)[CH3:2].[Cl:26][C:27]1[CH:32]=[CH:31][C:30]([C:33](=[N:35]O)[NH2:34])=[CH:29][CH:28]=1. Given the product [CH2:1]([C:3]1[CH:8]=[CH:7][C:6]([CH:9]2[CH2:10][CH:11]([C:23]3[O:25][N:35]=[C:33]([C:30]4[CH:31]=[CH:32][C:27]([Cl:26])=[CH:28][CH:29]=4)[N:34]=3)[CH2:12][N:13]([C:15]([N:17]3[CH2:22][CH2:21][O:20][CH2:19][CH2:18]3)=[O:16])[CH2:14]2)=[CH:5][CH:4]=1)[CH3:2], predict the reactants needed to synthesize it. (2) Given the product [CH:16]1([NH:13][C:14]([N:9]2[C:10](=[O:11])[C:5]3[C:6](=[N:7][C:2]([Cl:1])=[CH:3][C:4]=3[CH3:12])[NH:8]2)=[O:15])[C:25]2[C:20](=[CH:21][CH:22]=[CH:23][CH:24]=2)[CH2:19][CH2:18][CH2:17]1, predict the reactants needed to synthesize it. The reactants are: [Cl:1][C:2]1[N:7]=[C:6]2[NH:8][N:9]=[C:10]([OH:11])[C:5]2=[C:4]([CH3:12])[CH:3]=1.[N:13]([CH:16]1[C:25]2[C:20](=[CH:21][CH:22]=[CH:23][CH:24]=2)[CH2:19][CH2:18][CH2:17]1)=[C:14]=[O:15]. (3) Given the product [Cl:15][C:2]([Cl:1])=[C:3]([C:8]1[CH:13]=[CH:12][C:11]([Cl:14])=[CH:10][CH:9]=1)[C:4]([OH:6])=[O:5], predict the reactants needed to synthesize it. The reactants are: [Cl:1][C:2]([Cl:15])=[C:3]([C:8]1[CH:13]=[CH:12][C:11]([Cl:14])=[CH:10][CH:9]=1)[C:4]([O:6]C)=[O:5].[OH-].[K+]. (4) Given the product [C:1]([O:5][C:6](=[O:7])[NH:8][C@H:9]([CH:10]([OH:27])[C:11]1[O:12][C:13]([C:16]2[CH:17]=[CH:18][C:19]([O:22][C:23]([F:25])([F:24])[F:26])=[CH:20][CH:21]=2)=[N:14][N:15]=1)[CH2:31][CH3:32])([CH3:2])([CH3:3])[CH3:4], predict the reactants needed to synthesize it. The reactants are: [C:1]([O:5][C:6]([NH:8][CH:9]([CH2:31][CH3:32])[C@H:10]([O:27]C(=O)C)[C:11]1[O:12][C:13]([C:16]2[CH:21]=[CH:20][C:19]([O:22][C:23]([F:26])([F:25])[F:24])=[CH:18][CH:17]=2)=[N:14][N:15]=1)=[O:7])([CH3:4])([CH3:3])[CH3:2].O.[OH-].[Li+]. (5) Given the product [CH3:1][O:2][C:3]1[CH:20]=[CH:19][C:6]([C:7]([CH:9]2[CH2:10][CH2:11][N:12]([CH2:15][C:16]([NH:51][CH2:52][C:53]3[NH:54][C:55](=[O:63])[C:56]4[CH2:62][O:61][CH2:60][CH2:59][C:57]=4[N:58]=3)=[O:18])[CH2:13][CH2:14]2)=[O:8])=[CH:5][C:4]=1[CH3:21], predict the reactants needed to synthesize it. The reactants are: [CH3:1][O:2][C:3]1[CH:20]=[CH:19][C:6]([C:7]([CH:9]2[CH2:14][CH2:13][N:12]([CH2:15][C:16]([OH:18])=O)[CH2:11][CH2:10]2)=[O:8])=[CH:5][C:4]=1[CH3:21].CCN=C=NCCCN(C)C.Cl.C1C=CC2N(O)N=NC=2C=1.C(N(CC)CC)C.[NH2:51][CH2:52][C:53]1[NH:54][C:55](=[O:63])[C:56]2[CH2:62][O:61][CH2:60][CH2:59][C:57]=2[N:58]=1. (6) Given the product [CH2:2]([C:6]1[N:10]([C:11]2[CH:16]=[CH:15][CH:14]=[CH:13][CH:12]=2)[N:9]=[C:8]([CH2:17][NH:18][C:19]([CH:21]2[CH:26]3[CH:22]2[CH2:23][N:24]([S:40]([C:34]2[CH:39]=[CH:38][CH:37]=[CH:36][CH:35]=2)(=[O:42])=[O:41])[CH2:25]3)=[O:20])[CH:7]=1)[CH:3]([CH3:5])[CH3:4], predict the reactants needed to synthesize it. The reactants are: Cl.[CH2:2]([C:6]1[N:10]([C:11]2[CH:16]=[CH:15][CH:14]=[CH:13][CH:12]=2)[N:9]=[C:8]([CH2:17][NH:18][C:19]([CH:21]2[CH:26]3[CH:22]2[CH2:23][NH:24][CH2:25]3)=[O:20])[CH:7]=1)[CH:3]([CH3:5])[CH3:4].C(N(CC)CC)C.[C:34]1([S:40](Cl)(=[O:42])=[O:41])[CH:39]=[CH:38][CH:37]=[CH:36][CH:35]=1.CCCCCC. (7) The reactants are: [N+:1]([C:4]1[CH:5]=[C:6]([S:10](Cl)(=[O:12])=[O:11])[CH:7]=[CH:8][CH:9]=1)([O-:3])=[O:2].[CH2:14]1[C:19]2[NH:20][C:21]3[C:26]([C:18]=2[CH2:17][CH:16]([C:27]([NH2:29])=[O:28])[NH:15]1)=[CH:25][CH:24]=[CH:23][CH:22]=3.C(N(CC)CC)C.O. Given the product [N+:1]([C:4]1[CH:5]=[C:6]([S:10]([CH:14]2[C:19]3[NH:20][C:21]4[C:26]([C:18]=3[CH2:17][CH:16]([C:27]([NH2:29])=[O:28])[NH:15]2)=[CH:25][CH:24]=[CH:23][CH:22]=4)(=[O:12])=[O:11])[CH:7]=[CH:8][CH:9]=1)([O-:3])=[O:2], predict the reactants needed to synthesize it. (8) The reactants are: [F:1][C:2]1[CH:7]=[C:6]([F:8])[CH:5]=[CH:4][C:3]=1I.C[Si]([C:14]#[CH:15])(C)C.[F-].C([N+](CCCC)(CCCC)CCCC)CCC.[Cl:34][C:35]1[CH:36]=[C:37](I)[C:38]([OH:45])=[C:39]([CH:44]=1)[C:40]([O:42][CH3:43])=[O:41]. Given the product [Cl:34][C:35]1[CH:44]=[C:39]([C:40]([O:42][CH3:43])=[O:41])[C:38]2[O:45][C:15]([C:3]3[CH:4]=[CH:5][C:6]([F:8])=[CH:7][C:2]=3[F:1])=[CH:14][C:37]=2[CH:36]=1, predict the reactants needed to synthesize it. (9) Given the product [C:1]([O:5][C:6]([NH:8][CH:9]([C:11]1[C:12]([O:25][CH3:26])=[C:13]([CH:19]([CH2:42][N+:39]([O-:41])=[O:40])[CH2:20][C:21]([O:23][CH3:24])=[O:22])[C:14]([CH3:18])=[C:15]([Cl:17])[CH:16]=1)[CH3:10])=[O:7])([CH3:3])([CH3:4])[CH3:2], predict the reactants needed to synthesize it. The reactants are: [C:1]([O:5][C:6]([NH:8][CH:9]([C:11]1[C:12]([O:25][CH3:26])=[C:13](/[CH:19]=[CH:20]/[C:21]([O:23][CH3:24])=[O:22])[C:14]([CH3:18])=[C:15]([Cl:17])[CH:16]=1)[CH3:10])=[O:7])([CH3:4])([CH3:3])[CH3:2].N12CCCN=C1CCCCC2.O.[N+:39]([CH3:42])([O-:41])=[O:40].